Dataset: Full USPTO retrosynthesis dataset with 1.9M reactions from patents (1976-2016). Task: Predict the reactants needed to synthesize the given product. (1) Given the product [NH2:8][CH:9]1[CH:14]([C:15]2[CH:20]=[CH:19][C:18]([O:21][CH3:22])=[C:17]([O:23][CH2:24][CH3:25])[CH:16]=2)[CH2:13][CH2:12][CH:11]([O:26][C:27](=[O:29])[CH3:28])[CH2:10]1, predict the reactants needed to synthesize it. The reactants are: C(OC([NH:8][CH:9]1[CH:14]([C:15]2[CH:20]=[CH:19][C:18]([O:21][CH3:22])=[C:17]([O:23][CH2:24][CH3:25])[CH:16]=2)[CH2:13][CH2:12][CH:11]([O:26][C:27](=[O:29])[CH3:28])[CH2:10]1)=O)(C)(C)C. (2) Given the product [Cl:39][C:36]1[CH:37]=[CH:38][C:33]([C@@:13]23[O:32][C@@:10]([CH:50]4[O:54][C:53](=[O:55])[NH:52][CH2:51]4)([CH2:11][O:12]2)[C@@H:9]([OH:8])[C@H:15]([OH:16])[C@H:14]3[OH:24])=[CH:34][C:35]=1[CH2:40][C:41]1[CH:46]=[CH:45][C:44]([O:47][CH2:48][CH3:49])=[CH:43][CH:42]=1, predict the reactants needed to synthesize it. The reactants are: C([O:8][C@H:9]1[C@H:15]([O:16]CC2C=CC=CC=2)[C@@H:14]([O:24]CC2C=CC=CC=2)[C@:13]2([C:33]3[CH:38]=[CH:37][C:36]([Cl:39])=[C:35]([CH2:40][C:41]4[CH:46]=[CH:45][C:44]([O:47][CH2:48][CH3:49])=[CH:43][CH:42]=4)[CH:34]=3)[O:32][C@@:10]1([CH:50]1[O:54][C:53](=[O:55])[NH:52][CH2:51]1)[CH2:11][O:12]2)C1C=CC=CC=1.ClC1C=CC=CC=1Cl. (3) Given the product [CH:24]([C:26]1[CH:30]=[C:29]([CH2:31][NH:32][C:20]([C:10]2[N:9]=[C:8]([C:5]3[CH:6]=[CH:7][C:2]([Cl:1])=[CH:3][CH:4]=3)[C:13]([O:14][CH2:15][C:16]([F:19])([F:17])[F:18])=[CH:12][N:11]=2)=[O:22])[O:28][N:27]=1)([CH3:25])[CH3:23], predict the reactants needed to synthesize it. The reactants are: [Cl:1][C:2]1[CH:7]=[CH:6][C:5]([C:8]2[C:13]([O:14][CH2:15][C:16]([F:19])([F:18])[F:17])=[CH:12][N:11]=[C:10]([C:20]([OH:22])=O)[N:9]=2)=[CH:4][CH:3]=1.[CH3:23][CH:24]([C:26]1[CH:30]=[C:29]([CH2:31][NH2:32])[O:28][N:27]=1)[CH3:25]. (4) Given the product [ClH:30].[NH2:4][C:5]1[CH:6]=[C:7]2[C:12](=[CH:13][CH:14]=1)[CH:11]=[C:10]([S:15]([NH:18][CH2:19][C:20]1[CH:21]=[CH:22][CH:23]=[CH:24][CH:25]=1)(=[O:17])=[O:16])[CH:9]=[CH:8]2, predict the reactants needed to synthesize it. The reactants are: C([NH:4][C:5]1[CH:6]=[C:7]2[C:12](=[CH:13][CH:14]=1)[CH:11]=[C:10]([S:15]([NH:18][CH2:19][C:20]1[CH:25]=[CH:24][CH:23]=[CH:22][CH:21]=1)(=[O:17])=[O:16])[CH:9]=[CH:8]2)(=O)C.C(O)CC.[ClH:30]. (5) Given the product [CH2:11]([P:14]([C:2]1[CH:8]=[CH:7][C:5]([NH2:6])=[C:4]([O:9][CH3:10])[CH:3]=1)([CH2:15][CH2:16][CH3:17])=[O:18])[CH2:12][CH3:13], predict the reactants needed to synthesize it. The reactants are: Br[C:2]1[CH:8]=[CH:7][C:5]([NH2:6])=[C:4]([O:9][CH3:10])[CH:3]=1.[CH2:11]([PH:14](=[O:18])[CH2:15][CH2:16][CH3:17])[CH2:12][CH3:13].CC1(C)C2C(=C(P(C3C=CC=CC=3)C3C=CC=CC=3)C=CC=2)OC2C(P(C3C=CC=CC=3)C3C=CC=CC=3)=CC=CC1=2.P([O-])([O-])([O-])=O.[K+].[K+].[K+].